From a dataset of Reaction yield outcomes from USPTO patents with 853,638 reactions. Predict the reaction yield, written as a fraction of the theoretical maximum amount of product (1.0 means a 100% yield; for example, 0.34 means a 34% yield). (1) The product is [CH3:20][O:21][C:22]1[CH:29]=[C:28]([O:30][CH3:31])[C:27]([N:32]2[CH2:36][CH2:35][CH2:34][CH2:33]2)=[CH:26][C:23]=1/[CH:24]=[CH:2]/[C:1]([C:4]1[CH:5]=[CH:6][C:7]([S:10]([NH:13][C:14]2[CH:19]=[CH:18][CH:17]=[CH:16][N:15]=2)(=[O:12])=[O:11])=[CH:8][CH:9]=1)=[O:3]. The reactants are [C:1]([C:4]1[CH:9]=[CH:8][C:7]([S:10]([NH:13][C:14]2[CH:19]=[CH:18][CH:17]=[CH:16][N:15]=2)(=[O:12])=[O:11])=[CH:6][CH:5]=1)(=[O:3])[CH3:2].[CH3:20][O:21][C:22]1[CH:29]=[C:28]([O:30][CH3:31])[C:27]([N:32]2[CH2:36][CH2:35][CH2:34][CH2:33]2)=[CH:26][C:23]=1[CH:24]=O.C[O-].[Li+]. The catalyst is CN(C=O)C.CO. The yield is 0.510. (2) The reactants are [Br:1][C:2]1[S:3][CH:4]=[C:5]([Br:7])[N:6]=1.[Li+].CC([N-]C(C)C)C.[CH2:16]([N:23]=[C:24]=[O:25])[C:17]1[CH:22]=[CH:21][CH:20]=[CH:19][CH:18]=1.O. The catalyst is C1COCC1. The product is [CH2:16]([NH:23][C:24]([C:4]1[S:3][C:2]([Br:1])=[N:6][C:5]=1[Br:7])=[O:25])[C:17]1[CH:22]=[CH:21][CH:20]=[CH:19][CH:18]=1. The yield is 0.660. (3) The reactants are Cl.[Cl:2][C:3]1[CH:22]=[C:21]([Cl:23])[CH:20]=[CH:19][C:4]=1[CH2:5][NH:6][C@H:7]1[CH2:11][CH2:10][N:9]([C:12]2[CH:17]=[CH:16][C:15](I)=[CH:14][N:13]=2)[CH2:8]1.[CH3:24][Si:25]([C:28]#[CH:29])([CH3:27])[CH3:26]. The catalyst is ClCCl.C(N(CC)CC)C.Cl[Pd](Cl)([P](C1C=CC=CC=1)(C1C=CC=CC=1)C1C=CC=CC=1)[P](C1C=CC=CC=1)(C1C=CC=CC=1)C1C=CC=CC=1.[Cu]I. The product is [Cl:2][C:3]1[CH:22]=[C:21]([Cl:23])[CH:20]=[CH:19][C:4]=1[CH2:5][NH:6][C@H:7]1[CH2:11][CH2:10][N:9]([C:12]2[CH:17]=[CH:16][C:15]([C:29]#[C:28][Si:25]([CH3:27])([CH3:26])[CH3:24])=[CH:14][N:13]=2)[CH2:8]1. The yield is 0.880. (4) The reactants are [Br:1][C:2]1[CH:9]=[C:8]([F:10])[C:5]([CH:6]=O)=[C:4]([F:11])[CH:3]=1.C(O[BH-](OC(=O)C)OC(=O)C)(=O)C.[Na+].[CH3:26][NH:27][CH3:28]. No catalyst specified. The product is [Br:1][C:2]1[CH:9]=[C:8]([F:10])[C:5]([CH2:6][N:27]([CH3:28])[CH3:26])=[C:4]([F:11])[CH:3]=1. The yield is 0.790. (5) The reactants are [C:1]([O:5][C:6]([NH:8][C@@H:9]([CH3:23])[CH2:10][N:11]1[C:19]2[C:14](=[CH:15][CH:16]=[C:17]3[O:22][CH2:21][CH2:20][C:18]3=2)[CH:13]=[CH:12]1)=[O:7])([CH3:4])([CH3:3])[CH3:2].C([BH3-])#N.[Na+].[OH-].[NH4+]. The catalyst is C(O)(=O)C. The product is [C:1]([O:5][C:6]([NH:8][C@@H:9]([CH3:23])[CH2:10][N:11]1[C:19]2[C:14](=[CH:15][CH:16]=[C:17]3[O:22][CH2:21][CH2:20][C:18]3=2)[CH2:13][CH2:12]1)=[O:7])([CH3:4])([CH3:2])[CH3:3]. The yield is 0.720. (6) The reactants are [C:1]([C:3]1[CH:8]=[CH:7][C:6]([C@@H:9]2[C:14]([C:15]([O:17][CH2:18][CH:19]=[CH2:20])=[O:16])=[C:13]([CH3:21])[N:12]([C:22]3[CH:27]=[CH:26][CH:25]=[C:24]([C:28]([F:31])([F:30])[F:29])[CH:23]=3)[C:11](=[O:32])[NH:10]2)=[C:5]([S:33]([CH3:36])(=[O:35])=[O:34])[CH:4]=1)#[N:2].[CH3:37][Si](C)(C)[N-][Si](C)(C)C.[Li+].IC. The catalyst is C1COCC1. The product is [C:1]([C:3]1[CH:8]=[CH:7][C:6]([C@@H:9]2[C:14]([C:15]([O:17][CH2:18][CH:19]=[CH2:20])=[O:16])=[C:13]([CH3:21])[N:12]([C:22]3[CH:27]=[CH:26][CH:25]=[C:24]([C:28]([F:30])([F:29])[F:31])[CH:23]=3)[C:11](=[O:32])[N:10]2[CH3:37])=[C:5]([S:33]([CH3:36])(=[O:34])=[O:35])[CH:4]=1)#[N:2]. The yield is 0.590.